Task: Predict the reactants needed to synthesize the given product.. Dataset: Full USPTO retrosynthesis dataset with 1.9M reactions from patents (1976-2016) (1) Given the product [CH3:19][OH:20].[CH3:19][OH:20].[NH2:1][C@@H:2]1[CH2:7][CH2:6][CH2:5][N:4]([C:8]2[C:13]([Br:14])=[CH:12][N:11]=[C:10]3[NH:15][CH:16]=[C:17]([NH:18][C:19]([CH:21]4[CH2:22][CH2:23]4)=[O:20])[C:9]=23)[CH2:3]1, predict the reactants needed to synthesize it. The reactants are: [NH2:1][C@@H:2]1[CH2:7][CH2:6][CH2:5][N:4]([C:8]2[C:13]([Br:14])=[CH:12][N:11]=[C:10]3[NH:15][CH:16]=[C:17]([NH:18][C:19]([CH:21]4[CH2:23][CH2:22]4)=[O:20])[C:9]=23)[CH2:3]1. (2) Given the product [NH2:8][C@H:9]1[CH2:13][CH2:12][N:11]([S:14]([C:17]2[C:18]3[C:19]([C:27]([F:30])([F:29])[F:28])=[CH:20][N:21]=[CH:22][C:23]=3[CH:24]=[CH:25][CH:26]=2)(=[O:15])=[O:16])[CH2:10]1.[ClH:31], predict the reactants needed to synthesize it. The reactants are: C(OC([NH:8][C@H:9]1[CH2:13][CH2:12][N:11]([S:14]([C:17]2[C:18]3[C:19]([C:27]([F:30])([F:29])[F:28])=[CH:20][N:21]=[CH:22][C:23]=3[CH:24]=[CH:25][CH:26]=2)(=[O:16])=[O:15])[CH2:10]1)=O)(C)(C)C.[ClH:31].O1CCOCC1. (3) Given the product [CH3:14][C:15]1[CH:22]=[C:21]([CH3:23])[CH:20]=[C:19]([CH3:24])[C:16]=1[CH2:17][N:1]1[C:9]2[C:4](=[CH:5][CH:6]=[C:7]([C:10]([OH:12])=[O:11])[CH:8]=2)[CH:3]=[CH:2]1, predict the reactants needed to synthesize it. The reactants are: [NH:1]1[C:9]2[C:4](=[CH:5][CH:6]=[C:7]([C:10]([O:12]C)=[O:11])[CH:8]=2)[CH:3]=[CH:2]1.[CH3:14][C:15]1[CH:22]=[C:21]([CH3:23])[CH:20]=[C:19]([CH3:24])[C:16]=1[CH2:17]Cl. (4) The reactants are: [Cl:1][C:2]1[CH:10]=[CH:9][C:8]([F:11])=[CH:7][C:3]=1[C:4]([OH:6])=[O:5].OS(O)(=O)=O.[CH3:17]O. Given the product [Cl:1][C:2]1[CH:10]=[CH:9][C:8]([F:11])=[CH:7][C:3]=1[C:4]([O:6][CH3:17])=[O:5], predict the reactants needed to synthesize it. (5) Given the product [CH3:24][N:21]1[CH2:20][CH2:19][N:18]([C:15]2[CH:14]=[CH:13][C:12]([NH:11][C:8]3[N:7]=[CH:6][C:5]4=[CH:4][CH:3]=[C:2]([C:27]5[CH:28]=[N:29][CH:30]=[CH:31][C:26]=5[CH3:25])[N:10]4[N:9]=3)=[CH:17][CH:16]=2)[CH2:23][CH2:22]1, predict the reactants needed to synthesize it. The reactants are: Br[C:2]1[N:10]2[C:5]([CH:6]=[N:7][C:8]([NH:11][C:12]3[CH:17]=[CH:16][C:15]([N:18]4[CH2:23][CH2:22][N:21]([CH3:24])[CH2:20][CH2:19]4)=[CH:14][CH:13]=3)=[N:9]2)=[CH:4][CH:3]=1.[CH3:25][C:26]1[CH:31]=[CH:30][N:29]=[CH:28][C:27]=1B(O)O.